Task: Predict which catalyst facilitates the given reaction.. Dataset: Catalyst prediction with 721,799 reactions and 888 catalyst types from USPTO (1) Reactant: [CH3:1][N:2]1[CH2:7][CH2:6][NH:5][CH2:4][CH2:3]1.C(N(CC)C(C)C)(C)C.[Cl:17][C:18]1[CH:23]=[CH:22][C:21]([S:24](Cl)(=[O:26])=[O:25])=[CH:20][C:19]=1[N+:28]([O-:30])=[O:29]. Product: [Cl:17][C:18]1[CH:23]=[CH:22][C:21]([S:24]([N:5]2[CH2:6][CH2:7][N:2]([CH3:1])[CH2:3][CH2:4]2)(=[O:26])=[O:25])=[CH:20][C:19]=1[N+:28]([O-:30])=[O:29]. The catalyst class is: 7. (2) Reactant: Cl[C:2]([O:4][CH2:5][CH3:6])=[O:3].[CH:7]1[C:15]2[C:14]3[CH2:16][CH2:17][CH2:18][CH2:19][CH2:20][C:13]=3[O:12][C:11]=2[CH:10]=[CH:9][C:8]=1[NH2:21].N1C=CC=CC=1. Product: [CH:7]1[C:15]2[C:14]3[CH2:16][CH2:17][CH2:18][CH2:19][CH2:20][C:13]=3[O:12][C:11]=2[CH:10]=[CH:9][C:8]=1[NH:21][C:2](=[O:3])[O:4][CH2:5][CH3:6]. The catalyst class is: 115.